Dataset: Reaction yield outcomes from USPTO patents with 853,638 reactions. Task: Predict the reaction yield, written as a fraction of the theoretical maximum amount of product (1.0 means a 100% yield; for example, 0.34 means a 34% yield). (1) The reactants are Br[CH2:2][C:3]([NH:5][C:6]1[CH:11]=[CH:10][C:9]([Cl:12])=[CH:8][C:7]=1[CH2:13][OH:14])=[O:4].CC(C)([O-])C.[K+]. The catalyst is CC(O)C. The product is [Cl:12][C:9]1[CH:10]=[CH:11][C:6]2[NH:5][C:3](=[O:4])[CH2:2][O:14][CH2:13][C:7]=2[CH:8]=1. The yield is 0.920. (2) The reactants are [CH:1]1([NH2:4])[CH2:3][CH2:2]1.CCN(C(C)C)C(C)C.Cl.[Cl:15][C:16]1[CH:21]=[CH:20][N:19]=[C:18]([C:22](Cl)=[O:23])[CH:17]=1. The catalyst is C1COCC1.CCOC(C)=O. The product is [Cl:15][C:16]1[CH:21]=[CH:20][N:19]=[C:18]([C:22]([NH:4][CH:1]2[CH2:3][CH2:2]2)=[O:23])[CH:17]=1. The yield is 1.16.